This data is from Forward reaction prediction with 1.9M reactions from USPTO patents (1976-2016). The task is: Predict the product of the given reaction. (1) Given the reactants [CH3:1][C:2]1[CH:7]=[CH:6][C:5]([S:8](Cl)(=[O:10])=[O:9])=[CH:4][CH:3]=1.[NH2:12][C:13]1[C:18]([C:19]([O:21][C:22]([CH3:25])([CH3:24])[CH3:23])=[O:20])=[C:17]([OH:26])[C:16]([Br:27])=[CH:15][CH:14]=1.C(N(CC)CC)C, predict the reaction product. The product is: [NH2:12][C:13]1[C:18]([C:19]([O:21][C:22]([CH3:23])([CH3:24])[CH3:25])=[O:20])=[C:17]([O:26][S:8]([C:5]2[CH:6]=[CH:7][C:2]([CH3:1])=[CH:3][CH:4]=2)(=[O:10])=[O:9])[C:16]([Br:27])=[CH:15][CH:14]=1. (2) Given the reactants [C:1]([CH:3]1[CH2:6][N:5]([C:7](=[O:40])[C@H:8]([NH:10][C:11]([C:13]2[C:21]3[C:16](=[N:17][CH:18]=[C:19]([C:22]4[C:30]5[C:25](=[CH:26][C:27]([Cl:31])=[CH:28][CH:29]=5)[NH:24][CH:23]=4)[N:20]=3)[N:15]([CH2:32][O:33][CH2:34][CH2:35][Si:36]([CH3:39])([CH3:38])[CH3:37])[CH:14]=2)=[O:12])[CH3:9])[CH2:4]1)#[N:2].[H-].[Na+].[CH3:43]I, predict the reaction product. The product is: [C:1]([CH:3]1[CH2:6][N:5]([C:7](=[O:40])[C@H:8]([NH:10][C:11]([C:13]2[C:21]3[C:16](=[N:17][CH:18]=[C:19]([C:22]4[C:30]5[C:25](=[CH:26][C:27]([Cl:31])=[CH:28][CH:29]=5)[N:24]([CH3:43])[CH:23]=4)[N:20]=3)[N:15]([CH2:32][O:33][CH2:34][CH2:35][Si:36]([CH3:39])([CH3:38])[CH3:37])[CH:14]=2)=[O:12])[CH3:9])[CH2:4]1)#[N:2]. (3) Given the reactants [OH:1][C:2]1[CH:3]=[N:4][CH:5]=[CH:6][CH:7]=1.C(=O)([O-])[O-].[K+].[K+].[F:14][C:15]1[CH:20]=[C:19]([N+:21]([O-:23])=[O:22])[CH:18]=[C:17](F)[CH:16]=1, predict the reaction product. The product is: [F:14][C:15]1[CH:16]=[C:17]([CH:18]=[C:19]([N+:21]([O-:23])=[O:22])[CH:20]=1)[O:1][C:2]1[CH:3]=[N:4][CH:5]=[CH:6][CH:7]=1. (4) The product is: [CH2:1]([O:3][C:4]([C:6]1[C:7]([CH3:19])=[CH:8][NH:9][C:10]=1[CH3:11])=[O:5])[CH3:2]. Given the reactants [CH2:1]([O:3][C:4]([C:6]1[C:7]([CH3:19])=[C:8](C(OC(C)(C)C)=O)[NH:9][C:10]=1[CH3:11])=[O:5])[CH3:2].Cl, predict the reaction product.